From a dataset of NCI-60 drug combinations with 297,098 pairs across 59 cell lines. Regression. Given two drug SMILES strings and cell line genomic features, predict the synergy score measuring deviation from expected non-interaction effect. (1) Drug 1: CC12CCC3C(C1CCC2NC(=O)OCC(F)(F)F)CCC4C3(C=CC(=O)N4C)C. Drug 2: CN1C(=O)N2C=NC(=C2N=N1)C(=O)N. Cell line: SW-620. Synergy scores: CSS=31.9, Synergy_ZIP=2.25, Synergy_Bliss=0.419, Synergy_Loewe=-1.60, Synergy_HSA=0.618. (2) Drug 1: CC1CCC2CC(C(=CC=CC=CC(CC(C(=O)C(C(C(=CC(C(=O)CC(OC(=O)C3CCCCN3C(=O)C(=O)C1(O2)O)C(C)CC4CCC(C(C4)OC)O)C)C)O)OC)C)C)C)OC. Synergy scores: CSS=34.3, Synergy_ZIP=2.37, Synergy_Bliss=4.20, Synergy_Loewe=-60.0, Synergy_HSA=3.86. Cell line: MALME-3M. Drug 2: CC12CCC3C(C1CCC2OP(=O)(O)O)CCC4=C3C=CC(=C4)OC(=O)N(CCCl)CCCl.[Na+]. (3) Drug 1: CNC(=O)C1=CC=CC=C1SC2=CC3=C(C=C2)C(=NN3)C=CC4=CC=CC=N4. Drug 2: C1CCC(CC1)NC(=O)N(CCCl)N=O. Cell line: SF-268. Synergy scores: CSS=35.7, Synergy_ZIP=1.73, Synergy_Bliss=0.567, Synergy_Loewe=-2.93, Synergy_HSA=-0.737. (4) Drug 1: C1=CC(=CC=C1C#N)C(C2=CC=C(C=C2)C#N)N3C=NC=N3. Drug 2: C1=NC2=C(N1)C(=S)N=CN2. Cell line: COLO 205. Synergy scores: CSS=36.5, Synergy_ZIP=-3.21, Synergy_Bliss=1.57, Synergy_Loewe=-2.97, Synergy_HSA=0.00111.